From a dataset of Forward reaction prediction with 1.9M reactions from USPTO patents (1976-2016). Predict the product of the given reaction. (1) Given the reactants Br[C:2]1[N:3]=[CH:4][NH:5][CH:6]=1.[F:7][C:8]1[CH:9]=[C:10](B(O)O)[CH:11]=[CH:12][C:13]=1[F:14].CC1(C)C(C)(C)OB([C:26]2[CH:27]=[CH:28][C:29]3[CH2:36][C@H:35]4[C@:37]5([CH2:41][N:40]([CH2:42][C:43]([F:46])([F:45])[F:44])[S:39](=[O:48])(=[O:47])[NH:38]5)[C@H:32]([CH2:33][CH2:34]4)[CH2:31][C:30]=3[CH:49]=2)O1, predict the reaction product. The product is: [F:7][C:8]1[CH:9]=[C:10]([N:5]2[CH:6]=[C:2]([C:26]3[CH:27]=[CH:28][C:29]4[CH2:36][C@H:35]5[C@:37]6([CH2:41][N:40]([CH2:42][C:43]([F:46])([F:45])[F:44])[S:39](=[O:47])(=[O:48])[NH:38]6)[C@H:32]([CH2:33][CH2:34]5)[CH2:31][C:30]=4[CH:49]=3)[N:3]=[CH:4]2)[CH:11]=[CH:12][C:13]=1[F:14]. (2) Given the reactants [NH2:1][C:2]1[CH:7]=[CH:6][C:5]([OH:8])=[CH:4][CH:3]=1.CC(C)([O-])C.[K+].C1COCC1.[F:20][C:21]1[CH:22]=[C:23]([CH:26]=[CH:27][CH:28]=1)[CH2:24][Cl:25].Cl.C(O)C, predict the reaction product. The product is: [ClH:25].[F:20][C:21]1[CH:22]=[C:23]([CH:26]=[CH:27][CH:28]=1)[CH2:24][O:8][C:5]1[CH:6]=[CH:7][C:2]([NH2:1])=[CH:3][CH:4]=1. (3) Given the reactants [OH:1][C:2]1[CH:11]=[CH:10][C:5]([C:6]([O:8][CH3:9])=[O:7])=[CH:4][C:3]=1[CH2:12][O:13][CH3:14].C([O-])([O-])=O.[K+].[K+].Br[CH:22]([CH3:24])[CH3:23], predict the reaction product. The product is: [CH:22]([O:1][C:2]1[CH:11]=[CH:10][C:5]([C:6]([O:8][CH3:9])=[O:7])=[CH:4][C:3]=1[CH2:12][O:13][CH3:14])([CH3:24])[CH3:23]. (4) Given the reactants [Cl:1][C:2]1[N:7]=[C:6]([C:8]2[CH:9]=[C:10]([CH:13]=[CH:14][CH:15]=2)[CH:11]=O)[CH:5]=[CH:4][N:3]=1.[CH3:16][O:17][C:18]([CH:20]1[CH2:25][NH:24][CH2:23][CH2:22][N:21]1[C:26]([O:28][C:29]([CH3:32])([CH3:31])[CH3:30])=[O:27])=[O:19], predict the reaction product. The product is: [CH3:16][O:17][C:18]([CH:20]1[CH2:25][N:24]([CH2:11][C:10]2[CH:13]=[CH:14][CH:15]=[C:8]([C:6]3[CH:5]=[CH:4][N:3]=[C:2]([Cl:1])[N:7]=3)[CH:9]=2)[CH2:23][CH2:22][N:21]1[C:26]([O:28][C:29]([CH3:32])([CH3:31])[CH3:30])=[O:27])=[O:19]. (5) Given the reactants [Br:1][C:2]1[CH:7]=[CH:6][C:5]([Cl:8])=[CH:4][C:3]=1[F:9].[Li+].CC([N-]C(C)C)C.B(OC)(OC)[O:19]C.C(OO)(=O)C, predict the reaction product. The product is: [Br:1][C:2]1[C:3]([F:9])=[C:4]([OH:19])[C:5]([Cl:8])=[CH:6][CH:7]=1.